Dataset: Reaction yield outcomes from USPTO patents with 853,638 reactions. Task: Predict the reaction yield, written as a fraction of the theoretical maximum amount of product (1.0 means a 100% yield; for example, 0.34 means a 34% yield). (1) The reactants are Br[C:2]1[CH:3]=[C:4]([C:8]2[N:12]3[CH2:13][CH2:14][CH2:15][CH2:16][C:11]3=[C:10]([C:17]([NH2:19])=[O:18])[N:9]=2)[CH:5]=[CH:6][CH:7]=1.[C:20]([C@:22]1([OH:29])[CH2:26][CH2:25][N:24]([CH3:27])[C:23]1=[O:28])#[CH:21]. No catalyst specified. The product is [OH:29][C@@:22]1([C:20]#[C:21][C:2]2[CH:3]=[C:4]([C:8]3[N:12]4[CH2:13][CH2:14][CH2:15][CH2:16][C:11]4=[C:10]([C:17]([NH2:19])=[O:18])[N:9]=3)[CH:5]=[CH:6][CH:7]=2)[CH2:26][CH2:25][N:24]([CH3:27])[C:23]1=[O:28]. The yield is 0.120. (2) The reactants are [CH:1]([C:4]1[CH:9]=[CH:8][C:7]([NH:10][C:11](=[O:29])[O:12][C:13]2[CH:14]=[C:15]3[C:19](=[CH:20][CH:21]=2)[N:18](CC2C=CC=CC=2)[CH2:17][CH2:16]3)=[CH:6][CH:5]=1)([CH3:3])[CH3:2].Cl. The catalyst is [Pd].C(O)(C)C. The product is [CH:1]([C:4]1[CH:5]=[CH:6][C:7]([NH:10][C:11](=[O:29])[O:12][C:13]2[CH:14]=[C:15]3[C:19](=[CH:20][CH:21]=2)[NH:18][CH2:17][CH2:16]3)=[CH:8][CH:9]=1)([CH3:3])[CH3:2]. The yield is 0.960. (3) The reactants are Br[C:2]1[S:6][C:5]2[CH:7]=[C:8]([OH:11])[CH:9]=[CH:10][C:4]=2[C:3]=1[O:12][C:13]1[CH:18]=[CH:17][C:16](/[CH:19]=[CH:20]/[C:21]([O:23][CH3:24])=[O:22])=[CH:15][CH:14]=1.[F:25][C:26]([C:29]1[CH:34]=[CH:33][CH:32]=[CH:31][C:30]=1B1OC(C)(C)C(C)(C)O1)([F:28])[CH3:27].ClCCl.C(=O)([O-])[O-].[K+].[K+]. The catalyst is C(COC)OC.CCOC(C)=O. The product is [F:25][C:26]([C:29]1[CH:34]=[CH:33][CH:32]=[CH:31][C:30]=1[C:2]1[S:6][C:5]2[CH:7]=[C:8]([OH:11])[CH:9]=[CH:10][C:4]=2[C:3]=1[O:12][C:13]1[CH:18]=[CH:17][C:16](/[CH:19]=[CH:20]/[C:21]([O:23][CH3:24])=[O:22])=[CH:15][CH:14]=1)([F:28])[CH3:27]. The yield is 0.700. (4) The reactants are [Br:1][C:2]1[CH:10]=[C:9]2[C:5]([CH2:6][C:7]3([CH2:16][CH2:15][C:14]([F:18])([F:17])[CH2:13][CH2:12]3)[C:8]2=O)=[CH:4][CH:3]=1.[CH3:19][C:20]([S:23]([NH2:25])=[O:24])([CH3:22])[CH3:21].CCOC(C)=O.C([O-])(O)=O.[Na+]. The catalyst is CCCCCCC.[O-]CC.[Ti+4].[O-]CC.[O-]CC.[O-]CC. The product is [Br:1][C:2]1[CH:10]=[C:9]2[C:5](=[CH:4][CH:3]=1)[CH2:6][C:7]1([CH2:16][CH2:15][C:14]([F:18])([F:17])[CH2:13][CH2:12]1)[C:8]2=[N:25][S:23]([C:20]([CH3:22])([CH3:21])[CH3:19])=[O:24]. The yield is 0.310. (5) The reactants are [C:1]1([OH:7])[CH:6]=[CH:5][CH:4]=[CH:3][CH:2]=1.Cl.Cl[C:10]1[CH:15]=[CH:14][N:13]=[CH:12][CH:11]=1.[OH-].[Na+]. No catalyst specified. The product is [O:7]([C:10]1[CH:15]=[CH:14][N:13]=[CH:12][CH:11]=1)[C:1]1[CH:6]=[CH:5][CH:4]=[CH:3][CH:2]=1. The yield is 0.640.